Dataset: Peptide-MHC class I binding affinity with 185,985 pairs from IEDB/IMGT. Task: Regression. Given a peptide amino acid sequence and an MHC pseudo amino acid sequence, predict their binding affinity value. This is MHC class I binding data. The binding affinity (normalized) is 0.0847. The peptide sequence is YVLSFQVTF. The MHC is HLA-A03:01 with pseudo-sequence HLA-A03:01.